This data is from Forward reaction prediction with 1.9M reactions from USPTO patents (1976-2016). The task is: Predict the product of the given reaction. (1) Given the reactants [CH:1]1([C:7]2[N:12]([C:13]3[CH:18]=[CH:17][CH:16]=[C:15]([O:19][CH:20]([CH3:22])[CH3:21])[CH:14]=3)[C:11](=[O:23])[CH:10]=[C:9]([OH:24])[N:8]=2)[CH2:6][CH2:5][CH2:4][CH2:3][CH2:2]1.[Cl-].C[Al+]C.CCCCCC.C(OC1C=[C:41](C=CC=1)[NH2:42])(C)C.C1(C#N)CCCCC1.C(OCC)(=O)[CH2:55][C:56]([O:58]CC)=[O:57].C[O-:66].[Na+], predict the reaction product. The product is: [CH:1]1([C:7]2[N:12]([C:13]3[CH:18]=[CH:17][CH:16]=[C:15]([O:19][CH:20]([CH3:22])[CH3:21])[CH:14]=3)[C:11](=[O:23])[C:10]([C:41]([NH:42][CH2:55][C:56]([OH:58])=[O:57])=[O:66])=[C:9]([OH:24])[N:8]=2)[CH2:2][CH2:3][CH2:4][CH2:5][CH2:6]1. (2) Given the reactants [CH3:1][C:2]1[CH:7]=[CH:6][C:5]([CH3:8])=[CH:4][C:3]=1[N:9]1[CH2:14][CH2:13][N:12]([C:15]([CH:17]2[N:21]([C:22]3[CH:27]=[CH:26][CH:25]=[CH:24][CH:23]=3)[C:20](=[O:28])[NH:19][CH2:18]2)=[O:16])[CH2:11][CH2:10]1.[H-].[Na+].[Cl:31][C:32]1[CH:37]=[CH:36][CH:35]=[CH:34][C:33]=1[S:38](Cl)(=[O:40])=[O:39], predict the reaction product. The product is: [Cl:31][C:32]1[CH:37]=[CH:36][CH:35]=[CH:34][C:33]=1[S:38]([N:19]1[CH2:18][CH:17]([C:15]([N:12]2[CH2:13][CH2:14][N:9]([C:3]3[CH:4]=[C:5]([CH3:8])[CH:6]=[CH:7][C:2]=3[CH3:1])[CH2:10][CH2:11]2)=[O:16])[N:21]([C:22]2[CH:23]=[CH:24][CH:25]=[CH:26][CH:27]=2)[C:20]1=[O:28])(=[O:40])=[O:39].